Dataset: CYP2C9 inhibition data for predicting drug metabolism from PubChem BioAssay. Task: Regression/Classification. Given a drug SMILES string, predict its absorption, distribution, metabolism, or excretion properties. Task type varies by dataset: regression for continuous measurements (e.g., permeability, clearance, half-life) or binary classification for categorical outcomes (e.g., BBB penetration, CYP inhibition). Dataset: cyp2c9_veith. (1) The molecule is CC(C)=CCc1c(C)nc2ccccc2c1C(=O)O. The result is 0 (non-inhibitor). (2) The drug is CC(=O)NCCNc1ccnc(-c2ccccc2C(F)(F)F)n1. The result is 0 (non-inhibitor).